This data is from Catalyst prediction with 721,799 reactions and 888 catalyst types from USPTO. The task is: Predict which catalyst facilitates the given reaction. (1) Reactant: Cl[C:2]1[C:3]2[C:10]([C:11]([C:13]3[CH:18]=[CH:17][CH:16]=[C:15]([N+:19]([O-:21])=[O:20])[CH:14]=3)=[O:12])=[CH:9][N:8]([CH:22]3[CH2:26][CH2:25][CH2:24][CH2:23]3)[C:4]=2[N:5]=[CH:6][N:7]=1.[NH4+:27].[OH-]. Product: [NH2:27][C:2]1[C:3]2[C:10]([C:11]([C:13]3[CH:18]=[CH:17][CH:16]=[C:15]([N+:19]([O-:21])=[O:20])[CH:14]=3)=[O:12])=[CH:9][N:8]([CH:22]3[CH2:26][CH2:25][CH2:24][CH2:23]3)[C:4]=2[N:5]=[CH:6][N:7]=1. The catalyst class is: 12. (2) Reactant: [CH3:1][C:2]1[CH:7]=[CH:6][C:5]([CH2:8][C:9]([OH:11])=[O:10])=[C:4]([O:12][CH2:13][C:14]2[CH:19]=[CH:18][CH:17]=[CH:16][CH:15]=2)[CH:3]=1.C(Cl)(=O)C(Cl)=O.[C:26](O)([CH3:29])([CH3:28])[CH3:27]. Product: [C:26]([O:10][C:9](=[O:11])[CH2:8][C:5]1[CH:6]=[CH:7][C:2]([CH3:1])=[CH:3][C:4]=1[O:12][CH2:13][C:14]1[CH:19]=[CH:18][CH:17]=[CH:16][CH:15]=1)([CH3:29])([CH3:28])[CH3:27]. The catalyst class is: 11. (3) Reactant: [C:1]([NH:18][C@H:19]([C:24]([OH:26])=O)[CH2:20][CH2:21][S:22][CH3:23])([O:3][CH2:4][CH:5]1[C:17]2[C:12](=[CH:13][CH:14]=[CH:15][CH:16]=2)[C:11]2[C:6]1=[CH:7][CH:8]=[CH:9][CH:10]=2)=[O:2].N1C=CC=CC=1.N1C(F)=NC(F)=NC=1[F:35]. Product: [C:1]([NH:18][C@H:19]([C:24]([F:35])=[O:26])[CH2:20][CH2:21][S:22][CH3:23])([O:3][CH2:4][CH:5]1[C:17]2[C:12](=[CH:13][CH:14]=[CH:15][CH:16]=2)[C:11]2[C:6]1=[CH:7][CH:8]=[CH:9][CH:10]=2)=[O:2]. The catalyst class is: 4. (4) Reactant: [NH2:1][CH2:2][C:3]1([N:7]([CH2:15][C:16]2[CH:21]=[CH:20][CH:19]=[CH:18][CH:17]=2)[CH2:8][C:9]2[CH:14]=[CH:13][CH:12]=[CH:11][CH:10]=2)[CH2:6][O:5][CH2:4]1.[F:22][C:23]([F:34])([F:33])[C:24](O[C:24](=[O:25])[C:23]([F:34])([F:33])[F:22])=[O:25]. Product: [CH2:15]([N:7]([CH2:8][C:9]1[CH:14]=[CH:13][CH:12]=[CH:11][CH:10]=1)[C:3]1([CH2:2][NH:1][C:24](=[O:25])[C:23]([F:34])([F:33])[F:22])[CH2:6][O:5][CH2:4]1)[C:16]1[CH:21]=[CH:20][CH:19]=[CH:18][CH:17]=1. The catalyst class is: 4. (5) Product: [CH2:1]([N:8]1[CH2:20][C@@H:19]2[C@H:10]([NH:11][CH2:12][C:13]3[C:14]([CH3:21])=[CH:15][CH:16]=[CH:17][C:18]=32)[CH2:9]1)[C:2]1[CH:3]=[CH:4][CH:5]=[CH:6][CH:7]=1. The catalyst class is: 1. Reactant: [CH2:1]([N:8]1[CH2:20][C@@H:19]2[C@H:10]([NH:11][C:12](=O)[C:13]3[C:14]([CH3:21])=[CH:15][CH:16]=[CH:17][C:18]=32)[CH2:9]1)[C:2]1[CH:7]=[CH:6][CH:5]=[CH:4][CH:3]=1.[H-].[Al+3].[Li+].[H-].[H-].[H-].